Dataset: Catalyst prediction with 721,799 reactions and 888 catalyst types from USPTO. Task: Predict which catalyst facilitates the given reaction. (1) Reactant: [Cl:1][C:2]1[CH:7]=[CH:6][CH:5]=[CH:4][C:3]=1[CH:8]([N:18]([C:35]1[CH:40]=[CH:39][C:38](B2OC(C)(C)C(C)(C)O2)=[C:37]([F:50])[CH:36]=1)[C:19]([CH:21]1[CH2:25][CH2:24][C:23](=[O:26])[N:22]1[C:27]1[CH:32]=[C:31]([C:33]#[N:34])[CH:30]=[CH:29][N:28]=1)=[O:20])[C:9](=[O:17])[NH:10][CH:11]1[CH2:14][C:13]([F:16])([F:15])[CH2:12]1.Br[C:52]1[CH:57]=[CH:56][CH:55]=[CH:54][N:53]=1.C([O-])([O-])=O.[Cs+].[Cs+]. Product: [Cl:1][C:2]1[CH:7]=[CH:6][CH:5]=[CH:4][C:3]=1[CH:8]([N:18]([C:35]1[CH:40]=[C:39]([C:52]2[CH:57]=[CH:56][CH:55]=[CH:54][N:53]=2)[CH:38]=[C:37]([F:50])[CH:36]=1)[C:19]([C@@H:21]1[CH2:25][CH2:24][C:23](=[O:26])[N:22]1[C:27]1[CH:32]=[C:31]([C:33]#[N:34])[CH:30]=[CH:29][N:28]=1)=[O:20])[C:9]([NH:10][CH:11]1[CH2:12][C:13]([F:15])([F:16])[CH2:14]1)=[O:17]. The catalyst class is: 117. (2) Reactant: [C:1]([O:5][C:6]([N:8]([C@H:16]1[CH2:24][CH2:23][CH2:22][C@H:21]([OH:25])[C@@H:20]([OH:26])[C@H:19]([CH3:27])[O:18][C:17]1=[O:28])[C:9](=[O:15])[O:10][C:11]([CH3:14])([CH3:13])[CH3:12])=[O:7])([CH3:4])([CH3:3])[CH3:2].[CH3:29][C:30]1C=CC(S(O)(=O)=O)=C[CH:31]=1.C(=O)CC.[O-]S([O-])(=O)=O.[Mg+2]. Product: [CH2:30]([CH:31]1[O:26][C@H:20]2[C@H:19]([CH3:27])[O:18][C:17](=[O:28])[C@@H:16]([N:8]([C:9]([O:10][C:11]([CH3:14])([CH3:13])[CH3:12])=[O:15])[C:6](=[O:7])[O:5][C:1]([CH3:2])([CH3:3])[CH3:4])[CH2:24][CH2:23][CH2:22][C@@H:21]2[O:25]1)[CH3:29]. The catalyst class is: 2. (3) Reactant: O[CH:2]=[C:3]1[C:11]2[C:6](=[CH:7][C:8]([C:12]([C:14]3[CH:15]=[C:16]([NH:20][C:21](=[O:23])[CH3:22])[CH:17]=[CH:18][CH:19]=3)=[O:13])=[CH:9][CH:10]=2)[NH:5][C:4]1=[O:24].[NH2:25][C:26]1[CH:27]=[C:28]([OH:32])[CH:29]=[CH:30][CH:31]=1. Product: [OH:32][C:28]1[CH:27]=[C:26]([NH:25][CH:2]=[C:3]2[C:11]3[C:6](=[CH:7][C:8]([C:12]([C:14]4[CH:15]=[C:16]([NH:20][C:21](=[O:23])[CH3:22])[CH:17]=[CH:18][CH:19]=4)=[O:13])=[CH:9][CH:10]=3)[NH:5][C:4]2=[O:24])[CH:31]=[CH:30][CH:29]=1. The catalyst class is: 1. (4) Reactant: C[O:2][C:3](=[O:29])[C:4]([OH:28])=[CH:5][C:6]([C:8]1[C:16]2[C:11](=[CH:12][CH:13]=[C:14]([O:17][CH2:18][O:19][CH3:20])[CH:15]=2)[N:10]([C:21]([O:23][C:24]([CH3:27])([CH3:26])[CH3:25])=[O:22])[CH:9]=1)=[O:7].[OH-].[Li+]. Product: [C:24]([O:23][C:21]([N:10]1[C:11]2[C:16](=[CH:15][C:14]([O:17][CH2:18][O:19][CH3:20])=[CH:13][CH:12]=2)[C:8]([C:6](=[O:7])[CH:5]=[C:4]([OH:28])[C:3]([OH:29])=[O:2])=[CH:9]1)=[O:22])([CH3:27])([CH3:25])[CH3:26]. The catalyst class is: 12. (5) The catalyst class is: 5. Product: [ClH:28].[CH3:1][O:2][C:3]1[CH:8]=[CH:7][C:6]([CH2:9][CH2:10][CH2:11][CH:12]([NH2:15])[C:13]#[CH:14])=[CH:5][CH:4]=1. Reactant: [CH3:1][O:2][C:3]1[CH:8]=[CH:7][C:6]([CH2:9][CH2:10][CH2:11][CH:12]([N:15]2C(=O)C3C(=CC=CC=3)C2=O)[C:13]#[CH:14])=[CH:5][CH:4]=1.NN.[ClH:28].CCOCC. (6) Reactant: Cl[C:2]1[N:7]=[C:6]([S:8]([CH3:11])(=[O:10])=[O:9])[N:5]=[C:4]([N:12]2[CH2:17][CH2:16][O:15][CH2:14][CH2:13]2)[CH:3]=1.[F:18][C:19]1[CH:27]=[C:26]2[C:22]([CH:23]=[CH:24][NH:25]2)=[C:21](B2OC(C)(C)C(C)(C)O2)[CH:20]=1.[O-]P([O-])([O-])=O.[K+].[K+].[K+]. Product: [F:18][C:19]1[CH:27]=[C:26]2[C:22]([CH:23]=[CH:24][NH:25]2)=[C:21]([C:2]2[CH:3]=[C:4]([N:12]3[CH2:17][CH2:16][O:15][CH2:14][CH2:13]3)[N:5]=[C:6]([S:8]([CH3:11])(=[O:10])=[O:9])[N:7]=2)[CH:20]=1. The catalyst class is: 12. (7) Reactant: [CH3:1][C:2]1[CH:6]=[C:5]([NH:7][C:8](=[O:16])[O:9][C:10]2[CH:15]=[CH:14][CH:13]=[CH:12][CH:11]=2)[N:4]([C:17]2[CH:22]=[CH:21][CH:20]=[CH:19][CH:18]=2)[N:3]=1.[B-](F)(F)(F)[F:24].[B-](F)(F)(F)F.C1[N+]2(CCl)CC[N+](F)(CC2)C1. Product: [F:24][C:6]1[C:2]([CH3:1])=[N:3][N:4]([C:17]2[CH:22]=[CH:21][CH:20]=[CH:19][CH:18]=2)[C:5]=1[NH:7][C:8](=[O:16])[O:9][C:10]1[CH:15]=[CH:14][CH:13]=[CH:12][CH:11]=1. The catalyst class is: 10. (8) Reactant: [CH2:1]([O:3][C:4](=[O:25])[C@:5](O)([CH3:23])[C@@H:6]([C@H:16]1[CH2:20][O:19][C:18]([CH3:22])([CH3:21])[O:17]1)[O:7][C:8](=[O:15])[C:9]1[CH:14]=[CH:13][CH:12]=[CH:11][CH:10]=1)[CH3:2].CCN(S(F)(F)[F:32])CC.C([O-])(O)=O.[Na+]. Product: [CH2:1]([O:3][C:4](=[O:25])[C@@:5]([F:32])([CH3:23])[C@@H:6]([C@H:16]1[CH2:20][O:19][C:18]([CH3:22])([CH3:21])[O:17]1)[O:7][C:8](=[O:15])[C:9]1[CH:14]=[CH:13][CH:12]=[CH:11][CH:10]=1)[CH3:2]. The catalyst class is: 1.